From a dataset of Aqueous solubility values for 9,982 compounds from the AqSolDB database. Regression/Classification. Given a drug SMILES string, predict its absorption, distribution, metabolism, or excretion properties. Task type varies by dataset: regression for continuous measurements (e.g., permeability, clearance, half-life) or binary classification for categorical outcomes (e.g., BBB penetration, CYP inhibition). For this dataset (solubility_aqsoldb), we predict Y. (1) The compound is C[C@H]1CC(=O)C=C2CC[C@H]3[C@@H]4CC[C@H](O)[C@@]4(C)CC[C@@H]3[C@]21C. The Y is -3.53 log mol/L. (2) The compound is CCSCCSP(=O)(OC)OC. The Y is -1.84 log mol/L. (3) The drug is Clc1ccc(Oc2ccccc2Cl)cc1. The Y is -5.52 log mol/L. (4) The drug is O=C(O)c1ccccc1F. The Y is -1.39 log mol/L.